This data is from Full USPTO retrosynthesis dataset with 1.9M reactions from patents (1976-2016). The task is: Predict the reactants needed to synthesize the given product. (1) Given the product [CH2:26]([O:28][C:29]([C:31]1[N:32]([C:8]2[CH:9]=[CH:10][C:5]([O:4][CH:1]([CH3:3])[CH3:2])=[CH:6][CH:7]=2)[C:33]2[C:38]([CH:39]=1)=[CH:37][C:36]([O:40][CH2:41][C:42]1[CH:47]=[CH:46][CH:45]=[CH:44][CH:43]=1)=[CH:35][CH:34]=2)=[O:30])[CH3:27], predict the reactants needed to synthesize it. The reactants are: [CH:1]([O:4][C:5]1[CH:10]=[CH:9][C:8](Br)=[CH:7][CH:6]=1)([CH3:3])[CH3:2].CNCCNC.[O-]P([O-])([O-])=O.[K+].[K+].[K+].[CH2:26]([O:28][C:29]([C:31]1[NH:32][C:33]2[C:38]([CH:39]=1)=[CH:37][C:36]([O:40][CH2:41][C:42]1[CH:47]=[CH:46][CH:45]=[CH:44][CH:43]=1)=[CH:35][CH:34]=2)=[O:30])[CH3:27]. (2) Given the product [C:33]([O:32][CH2:31][C@@H:29]1[CH2:28][O:27][C:26](=[O:25])[N:30]1[C:2]1[CH:7]=[CH:6][C:5]([C:8]([N:10]2[CH2:15][CH2:14][N:13]([C:16]3[C:21]([CH3:22])=[CH:20][C:19]([CH3:23])=[C:18]([CH3:24])[N:17]=3)[CH2:12][CH2:11]2)=[O:9])=[CH:4][CH:3]=1)(=[O:40])[C:34]1[CH:35]=[CH:36][CH:37]=[CH:38][CH:39]=1, predict the reactants needed to synthesize it. The reactants are: I[C:2]1[CH:7]=[CH:6][C:5]([C:8]([N:10]2[CH2:15][CH2:14][N:13]([C:16]3[C:21]([CH3:22])=[CH:20][C:19]([CH3:23])=[C:18]([CH3:24])[N:17]=3)[CH2:12][CH2:11]2)=[O:9])=[CH:4][CH:3]=1.[O:25]=[C:26]1[NH:30][C@H:29]([CH2:31][O:32][C:33](=[O:40])[C:34]2[CH:39]=[CH:38][CH:37]=[CH:36][CH:35]=2)[CH2:28][O:27]1. (3) Given the product [F:1][C:2]1[CH:7]=[C:6]([F:8])[CH:5]=[CH:4][C:3]=1[C:9]1[CH:10]=[C:11]2[C:16](=[CH:17][CH:18]=1)[CH:15]=[C:14]([S:19]([C:24]1[CH:29]=[CH:28][CH:27]=[CH:26][C:25]=1[C@@H:30]([OH:32])[CH3:31])(=[O:21])=[O:20])[CH:13]=[CH:12]2, predict the reactants needed to synthesize it. The reactants are: [F:1][C:2]1[CH:7]=[C:6]([F:8])[CH:5]=[CH:4][C:3]=1[C:9]1[CH:10]=[C:11]2[C:16](=[CH:17][CH:18]=1)[CH:15]=[C:14]([S:19]([O-:21])=[O:20])[CH:13]=[CH:12]2.[Na+].Br[C:24]1[CH:29]=[CH:28][CH:27]=[CH:26][C:25]=1[C@@H:30]([OH:32])[CH3:31].N. (4) Given the product [CH3:1][S:2]([C:5]1[CH:6]=[C:7]([CH2:8][NH:9][C:24](=[O:25])[O:26][C:27]([CH3:30])([CH3:29])[CH3:28])[CH:10]=[CH:11][N:12]=1)(=[O:4])=[O:3], predict the reactants needed to synthesize it. The reactants are: [CH3:1][S:2]([C:5]1[CH:6]=[C:7]([CH:10]=[CH:11][N:12]=1)[C:8]#[N:9])(=[O:4])=[O:3].[BH4-].[Na+].C(O)(C(F)(F)F)=O.[H][H].[C:24](O[C:24]([O:26][C:27]([CH3:30])([CH3:29])[CH3:28])=[O:25])([O:26][C:27]([CH3:30])([CH3:29])[CH3:28])=[O:25]. (5) The reactants are: [CH2:1]([C:5]1([CH3:46])[CH2:10][CH2:9][N:8]([C:11]2[N:16]3[N:17]=[C:18]([C:20]4[S:21][C:22]([CH2:25][C:26]5[CH:31]=[CH:30][C:29]([F:32])=[CH:28][C:27]=5[OH:33])=[CH:23][N:24]=4)[CH:19]=[C:15]3[N:14]=[C:13]([CH3:34])[C:12]=2[C@H:35]([O:41][C:42]([CH3:45])([CH3:44])[CH3:43])[C:36]([O:38][CH2:39][CH3:40])=[O:37])[CH2:7][CH2:6]1)[CH2:2][CH:3]=[CH2:4].[CH3:47][C@@H:48](O)[CH2:49][CH:50]=[CH2:51].C1C=CC(P(C2C=CC=CC=2)C2C=CC=CC=2)=CC=1.CC(OC(/N=N/C(OC(C)C)=O)=O)C. Given the product [CH2:1]([C:5]1([CH3:46])[CH2:6][CH2:7][N:8]([C:11]2[N:16]3[N:17]=[C:18]([C:20]4[S:21][C:22]([CH2:25][C:26]5[CH:31]=[CH:30][C:29]([F:32])=[CH:28][C:27]=5[O:33][C@@H:50]([CH2:49][CH:48]=[CH2:47])[CH3:51])=[CH:23][N:24]=4)[CH:19]=[C:15]3[N:14]=[C:13]([CH3:34])[C:12]=2[C@H:35]([O:41][C:42]([CH3:45])([CH3:44])[CH3:43])[C:36]([O:38][CH2:39][CH3:40])=[O:37])[CH2:9][CH2:10]1)[CH2:2][CH:3]=[CH2:4], predict the reactants needed to synthesize it. (6) Given the product [NH2:72][C:69]1[N:68]=[CH:67][C:66]([C:56]2[N:57]=[C:58]([N:60]3[CH2:65][CH2:64][O:63][CH2:62][CH2:61]3)[N:59]=[C:54]([NH:85][C:78]3[CH:79]=[N:80][C:81]4[C:76]([CH:77]=3)=[C:75]([O:74][CH3:73])[CH:84]=[CH:83][CH:82]=4)[CH:55]=2)=[CH:71][N:70]=1, predict the reactants needed to synthesize it. The reactants are: C1C=CC(P(C2C(C3C(P(C4C=CC=CC=4)C4C=CC=CC=4)=CC=C4C=3C=CC=C4)=C3C(C=CC=C3)=CC=2)C2C=CC=CC=2)=CC=1.C(=O)([O-])[O-].[Cs+].[Cs+].Cl[C:54]1[N:59]=[C:58]([N:60]2[CH2:65][CH2:64][O:63][CH2:62][CH2:61]2)[N:57]=[C:56]([C:66]2[CH:67]=[N:68][C:69]([NH2:72])=[N:70][CH:71]=2)[CH:55]=1.[CH3:73][O:74][C:75]1[CH:84]=[CH:83][CH:82]=[C:81]2[C:76]=1[CH:77]=[C:78]([NH2:85])[CH:79]=[N:80]2. (7) The reactants are: O[C:2]1[CH:17]=[C:16]([OH:18])[CH:15]=[CH:14][C:3]=1[C:4]([C:6]1[CH:11]=[CH:10][C:9]([OH:12])=[CH:8][C:7]=1[OH:13])=O.C([O-])(=O)C.[Na+].Cl.[CH3:25][O:26][C:27]1[CH:32]=[CH:31][CH:30]=[CH:29][C:28]=1[NH:33][NH2:34]. Given the product [OH:18][C:16]1[CH:17]=[C:2]2[C:3]([C:4]([C:6]3[CH:11]=[CH:10][C:9]([OH:12])=[CH:8][C:7]=3[OH:13])=[N:34][N:33]2[C:28]2[CH:29]=[CH:30][CH:31]=[CH:32][C:27]=2[O:26][CH3:25])=[CH:14][CH:15]=1, predict the reactants needed to synthesize it. (8) Given the product [N+:17]([C:14]1[CH:13]=[CH:12][C:11]([O:7][C:1]2[CH:6]=[CH:5][CH:4]=[CH:3][CH:2]=2)=[CH:16][N:15]=1)([O-:19])=[O:18], predict the reactants needed to synthesize it. The reactants are: [C:1]1([OH:7])[CH:6]=[CH:5][CH:4]=[CH:3][CH:2]=1.[H-].[Na+].Br[C:11]1[CH:12]=[CH:13][C:14]([N+:17]([O-:19])=[O:18])=[N:15][CH:16]=1.O.